From a dataset of Forward reaction prediction with 1.9M reactions from USPTO patents (1976-2016). Predict the product of the given reaction. (1) The product is: [Br:18][C:19]1[CH:24]=[CH:23][C:22]([O:25][CH2:2][C:3]2[C:8]([O:9][CH3:10])=[CH:7][CH:6]=[CH:5][C:4]=2[N:11]2[C:15](=[O:16])[N:14]([CH3:17])[N:13]=[N:12]2)=[C:21]([CH3:26])[CH:20]=1. Given the reactants Br[CH2:2][C:3]1[C:8]([O:9][CH3:10])=[CH:7][CH:6]=[CH:5][C:4]=1[N:11]1[C:15](=[O:16])[N:14]([CH3:17])[N:13]=[N:12]1.[Br:18][C:19]1[CH:24]=[CH:23][C:22]([OH:25])=[C:21]([CH3:26])[CH:20]=1.C(=O)([O-])[O-].[K+].[K+].C(#N)C, predict the reaction product. (2) Given the reactants Cl[C:2]1[C:7]([F:8])=[C:6]([O:9][CH2:10][C:11]#[C:12][CH3:13])[N:5]=[CH:4][N:3]=1.C(=O)([O-])[O-].[K+].[K+].[Cl:20][C:21]1[CH:26]=[CH:25][CH:24]=[CH:23][C:22]=1[OH:27].[Cl-].[NH4+], predict the reaction product. The product is: [CH2:10]([O:9][C:6]1[C:7]([F:8])=[C:2]([O:27][C:22]2[CH:23]=[CH:24][CH:25]=[CH:26][C:21]=2[Cl:20])[N:3]=[CH:4][N:5]=1)[C:11]#[C:12][CH3:13]. (3) Given the reactants [CH2:1]([O:4][C:5]1[CH:10]=[CH:9][C:8]([CH2:11]Cl)=[CH:7][CH:6]=1)[CH:2]=[CH2:3].NC(N)=[S:15].O.N, predict the reaction product. The product is: [CH2:1]([O:4][C:5]1[CH:10]=[CH:9][C:8]([CH2:11][SH:15])=[CH:7][CH:6]=1)[CH:2]=[CH2:3]. (4) Given the reactants C([O:3][C:4]([C:6]1[N:7]=[C:8]([C:15]2[C:19]([NH:20][C:21](=[O:30])[C:22]3[C:27]([F:28])=[CH:26][CH:25]=[CH:24][C:23]=3[F:29])=[CH:18][N:17]([CH2:31][C:32]3[CH:37]=[CH:36][C:35]([O:38][CH3:39])=[CH:34][CH:33]=3)[N:16]=2)[NH:9][C:10]=1[CH2:11][CH:12]([CH3:14])[CH3:13])=[O:5])C.[OH-].[Na+], predict the reaction product. The product is: [F:29][C:23]1[CH:24]=[CH:25][CH:26]=[C:27]([F:28])[C:22]=1[C:21]([NH:20][C:19]1[C:15]([C:8]2[NH:9][C:10]([CH2:11][CH:12]([CH3:14])[CH3:13])=[C:6]([C:4]([OH:5])=[O:3])[N:7]=2)=[N:16][N:17]([CH2:31][C:32]2[CH:37]=[CH:36][C:35]([O:38][CH3:39])=[CH:34][CH:33]=2)[CH:18]=1)=[O:30]. (5) Given the reactants [CH3:1][C@H:2]1[CH2:7][CH2:6][C@H:5]([C:8]([OH:10])=O)[CH2:4][CH2:3]1.C(Cl)(=O)C(Cl)=O.CN(C)C=O.[CH3:22][O:23][C:24]([C:26]1[S:27][C:28]([C:48]([CH3:54])=[CH:49][CH:50]=[CH:51][CH:52]=[CH2:53])=[CH:29][C:30]=1[NH:31][CH:32]1[CH2:37][CH2:36][N:35]([CH2:38][C:39]2[CH:44]=[CH:43][C:42]([O:45][CH3:46])=[CH:41][CH:40]=2)[C:34](=[O:47])[CH2:33]1)=[O:25], predict the reaction product. The product is: [CH3:22][O:23][C:24]([C:26]1[S:27][C:28]([C:48]([CH3:54])=[CH:49][CH:50]=[CH:51][CH:52]=[CH2:53])=[CH:29][C:30]=1[N:31]([CH:32]1[CH2:37][CH2:36][N:35]([CH2:38][C:39]2[CH:40]=[CH:41][C:42]([O:45][CH3:46])=[CH:43][CH:44]=2)[C:34](=[O:47])[CH2:33]1)[C:8]([CH:5]1[CH2:4][CH2:3][CH:2]([CH3:1])[CH2:7][CH2:6]1)=[O:10])=[O:25].